This data is from Full USPTO retrosynthesis dataset with 1.9M reactions from patents (1976-2016). The task is: Predict the reactants needed to synthesize the given product. (1) Given the product [Cl:4][C:5]1[CH:6]=[CH:7][C:8](/[C:11](=[N:22]\[O:23][CH2:24][C:25]2[CH:30]=[CH:29][C:28]([O:31][CH2:32][C:33]3[N:34]=[C:35]([C:39]4[CH:40]=[CH:41][CH:42]=[CH:43][CH:44]=4)[O:36][C:37]=3[CH3:38])=[CH:27][CH:26]=2)/[CH2:12][CH2:13][CH2:14][CH2:15][CH2:16][CH2:17][C:18]([OH:20])=[O:19])=[CH:9][CH:10]=1, predict the reactants needed to synthesize it. The reactants are: O.[OH-].[Li+].[Cl:4][C:5]1[CH:10]=[CH:9][C:8](/[C:11](=[N:22]\[O:23][CH2:24][C:25]2[CH:30]=[CH:29][C:28]([O:31][CH2:32][C:33]3[N:34]=[C:35]([C:39]4[CH:44]=[CH:43][CH:42]=[CH:41][CH:40]=4)[O:36][C:37]=3[CH3:38])=[CH:27][CH:26]=2)/[CH2:12][CH2:13][CH2:14][CH2:15][CH2:16][CH2:17][C:18]([O:20]C)=[O:19])=[CH:7][CH:6]=1.O.Cl. (2) Given the product [Cl:1][C:2]1[CH:7]=[C:6]([CH:17]=[CH2:18])[N:5]=[C:4]2[N:9]([CH3:12])[N:10]=[CH:11][C:3]=12, predict the reactants needed to synthesize it. The reactants are: [Cl:1][C:2]1[CH:7]=[C:6](Cl)[N:5]=[C:4]2[N:9]([CH3:12])[N:10]=[CH:11][C:3]=12.[K].[F-].[Cs+].O1CCO[CH2:18][CH2:17]1. (3) Given the product [CH3:27][N:7]1[C:2](=[O:1])[CH:3]=[CH:4][C:5]([C:8]2[S:12][C:11]([C:13]([O:15][CH2:16][CH3:17])=[O:14])=[N:10][C:9]=2[C:18]2[CH:19]=[CH:20][CH:21]=[CH:22][CH:23]=2)=[N:6]1, predict the reactants needed to synthesize it. The reactants are: [O:1]=[C:2]1[NH:7][N:6]=[C:5]([C:8]2[S:12][C:11]([C:13]([O:15][CH2:16][CH3:17])=[O:14])=[N:10][C:9]=2[C:18]2[CH:23]=[CH:22][CH:21]=[CH:20][CH:19]=2)[CH:4]=[CH:3]1.[H-].[Na+].I[CH3:27].O. (4) Given the product [N:3]([CH2:6][CH:7]1[O:18][C:11](=[O:17])[NH:10][CH:8]1[CH3:9])=[N+:4]=[N-:5], predict the reactants needed to synthesize it. The reactants are: [H-].[Na+].[N:3]([CH2:6][CH:7]([OH:18])[CH:8]([NH:10][C:11](=[O:17])OC(C)(C)C)[CH3:9])=[N+:4]=[N-:5].